From a dataset of Reaction yield outcomes from USPTO patents with 853,638 reactions. Predict the reaction yield, written as a fraction of the theoretical maximum amount of product (1.0 means a 100% yield; for example, 0.34 means a 34% yield). (1) The reactants are [CH3:1][O:2][C:3](=[O:35])[C:4]1[CH:9]=[C:8]([N:10]2[CH:14]=[C:13]([C:15]3[CH:20]=[CH:19][C:18]([Cl:21])=[CH:17][C:16]=3[Cl:22])[N:12]=[C:11]2[CH2:23][C:24]2[CH:29]=[CH:28][C:27](Br)=[CH:26][CH:25]=2)[CH:7]=[CH:6][C:5]=1[C:31]([F:34])([F:33])[F:32].[OH:36][C:37]1[CH:42]=[CH:41][C:40](B(O)O)=[CH:39][CH:38]=1. No catalyst specified. The product is [CH3:1][O:2][C:3](=[O:35])[C:4]1[CH:9]=[C:8]([N:10]2[CH:14]=[C:13]([C:15]3[CH:20]=[CH:19][C:18]([Cl:21])=[CH:17][C:16]=3[Cl:22])[N:12]=[C:11]2[CH2:23][C:24]2[CH:29]=[CH:28][C:27]([C:40]3[CH:41]=[CH:42][C:37]([OH:36])=[CH:38][CH:39]=3)=[CH:26][CH:25]=2)[CH:7]=[CH:6][C:5]=1[C:31]([F:34])([F:33])[F:32]. The yield is 0.700. (2) The reactants are C[O:2][C:3]([C@H:5]1[C@@H:12]2[C@@H:8]([O:9][C:10]([CH3:14])([CH3:13])[O:11]2)[CH2:7][S:6]1)=O.[CH3:15][NH2:16]. The catalyst is O1CCCC1. The product is [CH3:15][NH:16][C:3]([C@@H:5]1[C@@H:12]2[C@@H:8]([O:9][C:10]([CH3:14])([CH3:13])[O:11]2)[CH2:7][S:6]1)=[O:2]. The yield is 0.870.